Dataset: Peptide-MHC class I binding affinity with 185,985 pairs from IEDB/IMGT. Task: Regression. Given a peptide amino acid sequence and an MHC pseudo amino acid sequence, predict their binding affinity value. This is MHC class I binding data. (1) The peptide sequence is AAISKLGINY. The MHC is HLA-A03:01 with pseudo-sequence HLA-A03:01. The binding affinity (normalized) is 0.467. (2) The peptide sequence is NPTNISKCF. The MHC is HLA-B07:02 with pseudo-sequence HLA-B07:02. The binding affinity (normalized) is 0.162. (3) The peptide sequence is RVFNGDDVK. The MHC is HLA-A69:01 with pseudo-sequence HLA-A69:01. The binding affinity (normalized) is 0.0847. (4) The peptide sequence is LLLVVQALR. The MHC is HLA-A68:02 with pseudo-sequence HLA-A68:02. The binding affinity (normalized) is 0.